From a dataset of Catalyst prediction with 721,799 reactions and 888 catalyst types from USPTO. Predict which catalyst facilitates the given reaction. (1) The catalyst class is: 4. Reactant: [F:1][C:2]1[CH:7]=[CH:6][CH:5]=[CH:4][C:3]=1[C@H:8]([O:10][C:11]1[CH:15]=[C:14]([N:16]2[C:24]3[CH:23]=[C:22]([CH2:25][OH:26])[N:21]=[CH:20][C:19]=3[N:18]=[CH:17]2)[S:13][C:12]=1[C:27]([NH2:29])=[O:28])[CH3:9].[CH3:30][S:31](Cl)(=[O:33])=[O:32].C(N(CC)CC)C. Product: [CH3:30][S:31]([O:26][CH2:25][C:22]1[N:21]=[CH:20][C:19]2[N:18]=[CH:17][N:16]([C:14]3[S:13][C:12]([C:27](=[O:28])[NH2:29])=[C:11]([O:10][C@@H:8]([C:3]4[CH:4]=[CH:5][CH:6]=[CH:7][C:2]=4[F:1])[CH3:9])[CH:15]=3)[C:24]=2[CH:23]=1)(=[O:33])=[O:32]. (2) Reactant: [F:1][C:2]1[C:7]([F:8])=[CH:6][C:5]([NH:9][C:10]2[S:11][CH:12]=[CH:13][C:14]=2[C:15]#[N:16])=[C:4]([N+:17]([O-])=O)[CH:3]=1.[ClH:20]. Product: [ClH:20].[F:8][C:7]1[C:2]([F:1])=[CH:3][C:4]2[N:17]=[C:15]([NH2:16])[C:14]3[CH:13]=[CH:12][S:11][C:10]=3[NH:9][C:5]=2[CH:6]=1. The catalyst class is: 8. (3) Reactant: [CH2:1]([C:5]12[CH2:17][CH2:16][C:15](=O)[C:14]([CH3:19])=[C:13]1[C:12]1[C:7](=[CH:8][C:9]([OH:20])=[CH:10][CH:11]=1)[CH2:6]2)[CH2:2][CH2:3][CH3:4].Cl.[OH:22][NH2:23]. Product: [CH2:1]([C:5]12[CH2:17][CH2:16]/[C:15](=[N:23]\[OH:22])/[C:14]([CH3:19])=[C:13]1[C:12]1[C:7](=[CH:8][C:9]([OH:20])=[CH:10][CH:11]=1)[CH2:6]2)[CH2:2][CH2:3][CH3:4]. The catalyst class is: 17. (4) Reactant: [NH:1]1[C:6]2[CH:7]=[CH:8][CH:9]=[CH:10][C:5]=2[C:4](=[O:11])[O:3][C:2]1=[O:12].[H-].[Na+].CN(C)C=O.[CH3:20][O:21][C:22]1[CH:29]=[CH:28][C:25]([CH2:26]Cl)=[CH:24][CH:23]=1. Product: [CH3:20][O:21][C:22]1[CH:29]=[CH:28][C:25]([CH2:26][N:1]2[C:6]3[CH:7]=[CH:8][CH:9]=[CH:10][C:5]=3[C:4](=[O:11])[O:3][C:2]2=[O:12])=[CH:24][CH:23]=1. The catalyst class is: 6. (5) Reactant: [NH2:1][C:2]1[C:12]([F:13])=[CH:11][C:10]([Br:14])=[CH:9][C:3]=1[C:4]([NH:6][CH2:7][CH3:8])=[O:5].C1(C)C=CC=CC=1.[C:22](Cl)(Cl)=[O:23]. Product: [Br:14][C:10]1[CH:9]=[C:3]2[C:2](=[C:12]([F:13])[CH:11]=1)[NH:1][C:22](=[O:23])[N:6]([CH2:7][CH3:8])[C:4]2=[O:5]. The catalyst class is: 1. (6) Reactant: [O:1]1[C:6]2[CH:7]=[CH:8][CH:9]=[CH:10][C:5]=2[O:4][CH:3]=[C:2]1[CH2:11][CH2:12][N:13]1C(=O)C2C(=CC=CC=2)C1=O.O.NN. Product: [O:1]1[C:6]2[CH:7]=[CH:8][CH:9]=[CH:10][C:5]=2[O:4][CH:3]=[C:2]1[CH2:11][CH2:12][NH2:13]. The catalyst class is: 7.